This data is from Forward reaction prediction with 1.9M reactions from USPTO patents (1976-2016). The task is: Predict the product of the given reaction. (1) Given the reactants CS[C:3]1[NH:12][C:11](=[O:13])[C:10]2[CH2:9][CH2:8][CH2:7][CH2:6][C:5]=2[N:4]=1.[CH3:14][O:15][C:16]1[CH:21]=[CH:20][CH:19]=[CH:18][C:17]=1[N:22]1[CH2:27][CH2:26][NH:25][CH2:24][CH2:23]1, predict the reaction product. The product is: [CH3:14][O:15][C:16]1[CH:21]=[CH:20][CH:19]=[CH:18][C:17]=1[N:22]1[CH2:27][CH2:26][N:25]([C:3]2[NH:12][C:11](=[O:13])[C:10]3[CH2:9][CH2:8][CH2:7][CH2:6][C:5]=3[N:4]=2)[CH2:24][CH2:23]1. (2) The product is: [CH3:28][N:29]1[CH2:34][CH2:33][N:32]([C:13]([C:8]2[NH:9][C:10]3[C:6]([CH:7]=2)=[CH:5][C:4]([N+:1]([O-:3])=[O:2])=[CH:12][CH:11]=3)=[O:15])[CH2:31][CH2:30]1. Given the reactants [N+:1]([C:4]1[CH:5]=[C:6]2[C:10](=[CH:11][CH:12]=1)[NH:9][C:8]([C:13]([OH:15])=O)=[CH:7]2)([O-:3])=[O:2].Cl.CN(C)CCCN=C=NCC.[CH3:28][N:29]1[CH2:34][CH2:33][NH:32][CH2:31][CH2:30]1, predict the reaction product. (3) Given the reactants [Cl:1][C:2]1[CH:7]=[C:6]([Cl:8])[N:5]=[C:4]([NH2:9])[N:3]=1.[C:10](Cl)(=[O:12])[CH3:11].O, predict the reaction product. The product is: [Cl:1][C:2]1[CH:7]=[C:6]([Cl:8])[N:5]=[C:4]([NH:9][C:10](=[O:12])[CH3:11])[N:3]=1. (4) Given the reactants [N+]([O-])(O)=O.[F:5][C:6]1[CH:11]=[CH:10][C:9]([NH:12][C:13]([NH2:15])=[NH:14])=[CH:8][CH:7]=1.[OH-].[Na+].CO[CH2:20][CH2:21]O, predict the reaction product. The product is: [CH3:10][C:9]1[NH:12][CH:13]=[C:20]([CH3:21])[C:8]=1[C:7]1[CH:6]=[CH:11][N:15]=[C:13]([NH:12][C:9]2[CH:8]=[CH:7][C:6]([F:5])=[CH:11][CH:10]=2)[N:14]=1. (5) Given the reactants [NH2:1][CH2:2][C:3]1[CH:8]=[N:7][C:6]([CH3:9])=[CH:5][N:4]=1.[Cl:10][C:11]1[CH:16]=[CH:15][C:14]([C:17]2[O:21][N:20]=[CH:19][C:18]=2[CH2:22][CH2:23][C:24](O)=[O:25])=[CH:13][CH:12]=1.O.ON1C2C=CC=CC=2N=N1.Cl.C(N=C=NCCCN(C)C)C, predict the reaction product. The product is: [CH3:9][C:6]1[N:7]=[CH:8][C:3]([CH2:2][NH:1][C:24](=[O:25])[CH2:23][CH2:22][C:18]2[CH:19]=[N:20][O:21][C:17]=2[C:14]2[CH:15]=[CH:16][C:11]([Cl:10])=[CH:12][CH:13]=2)=[N:4][CH:5]=1.